The task is: Regression. Given a peptide amino acid sequence and an MHC pseudo amino acid sequence, predict their binding affinity value. This is MHC class I binding data.. This data is from Peptide-MHC class I binding affinity with 185,985 pairs from IEDB/IMGT. (1) The peptide sequence is YYPYISLNM. The MHC is Mamu-A01 with pseudo-sequence Mamu-A01. The binding affinity (normalized) is 0.923. (2) The peptide sequence is VQLPQYFTF. The MHC is HLA-A03:01 with pseudo-sequence HLA-A03:01. The binding affinity (normalized) is 0.0847.